From a dataset of Human Reference Interactome with 51,813 positive PPI pairs across 8,248 proteins, plus equal number of experimentally-validated negative pairs. Binary Classification. Given two protein amino acid sequences, predict whether they physically interact or not. (1) Protein 1 (ENSG00000110171) has sequence MAKREDSPGPEVQPMDKQFLVCSICLDRYQCPKVLPCLHTFCERCLQNYIPAQSLTLSCPVCRQTSILPEQGVSALQNNFFISSLMEAMQQAPDGAHDPEDPHPLSVVAGRPLSCPNHEGKTMEFYCEACETAMCGECRAGEHREHGTVLLRDVVEQHKAALQRQLEAVRGRLPQLSAAIALVGGISQQLQERKAEALAQISAAFEDLEQALQQRKQALVSDLETICGAKQKVLQSQLDTLRQGQEHIGSSCSFAEQALRLGSAPEVLLVRKHMRERLAALAAQAFPERPHENAQLELVL.... Protein 2 (ENSG00000171017) has sequence MIPVAEFKQFTEQQPAFKVLKPWWDVLAEYLTVAMLMIGVFGCTLQVTQDKIICLPNHELQENLSEAPCQQLLPRGIPEQIGALQEVKGLKNNLDLQQYSFINQLCYETALHWYAKYFPYLVVIHTLIFMVCTSFWFKFPGTSSKIEHFISILGKCFDSPWTTRALSEVSGENQKGPAATERAAATIVAMAGTGPGKAGEGEKEKVLAEPEKVVTEPPVVTLLDKKEGEQAKALFEKVKKFRMHVEEGDILYTMYIRQTVLKVCKFLAILVYNLVYVEKISFLVACRVETSEVTGYASFC.... Result: 1 (the proteins interact). (2) Result: 0 (the proteins do not interact). Protein 2 (ENSG00000198353) has sequence MIMSSYLMDSNYIDPKFPPCEEYSQNSYIPEHSPEYYGRTRESGFQHHHQELYPPPPPRPSYPERQYSCTSLQGPGNSRGHGPAQAGHHHPEKSQSLCEPAPLSGASASPSPAPPACSQPAPDHPSSAASKQPIVYPWMKKIHVSTVNPNYNGGEPKRSRTAYTRQQVLELEKEFHYNRYLTRRRRIEIAHSLCLSERQIKIWFQNRRMKWKKDHRLPNTKVRSAPPAGAAPSTLSAATPGTSEDHSQSATPPEQQRAEDITRL*. Protein 1 (ENSG00000204394) has sequence MSTLYVSPHPDAFPSLRALIAARYGEAGEGPGWGGAHPRICLQPPPTSRTPFPPPRLPALEQGPGGLWVWGATAVAQLLWPAGLGGPGGSRAAVLVQQWVSYADTELIPAACGATLPALGLRSSAQDPQAVLGALGRALSPLEEWLRLHTYLAGEAPTLADLAAVTALLLPFRYVLDPPARRIWNNVTRWFVTCVRQPEFRAVLGEVVLYSGARPLSHQPGPEAPALPKTAAQLKKEAKKREKLEKFQQKQKIQQQQPPPGEKKPKPEKREKRDPGVITYDLPTPPGEKKDVSGPMPDSY....